From a dataset of Reaction yield outcomes from USPTO patents with 853,638 reactions. Predict the reaction yield, written as a fraction of the theoretical maximum amount of product (1.0 means a 100% yield; for example, 0.34 means a 34% yield). (1) The reactants are [NH2:1][CH:2]1[CH2:11][C:10]2[C:9]([C:12]([NH2:14])=[O:13])=[CH:8][CH:7]=[C:6]([F:15])[C:5]=2[O:4][CH2:3]1.[Cl:16][C:17]1[CH:18]=[C:19]2[C:23](=[CH:24][CH:25]=1)[NH:22][CH:21]=[C:20]2[CH2:26][CH2:27][CH:28]=O.C(O)(=O)C.C([BH3-])#N.[Na+]. The catalyst is CO. The product is [Cl:16][C:17]1[CH:18]=[C:19]2[C:23](=[CH:24][CH:25]=1)[NH:22][CH:21]=[C:20]2[CH2:26][CH2:27][CH2:28][NH:1][CH:2]1[CH2:11][C:10]2[C:9]([C:12]([NH2:14])=[O:13])=[CH:8][CH:7]=[C:6]([F:15])[C:5]=2[O:4][CH2:3]1. The yield is 0.640. (2) The reactants are [C:1]([C:3]1[CH:8]=[CH:7][C:6]([N:9]2[C:16](=[O:17])[C:12]3([CH2:15][CH2:14][CH2:13]3)[N:11]([C:18]3[CH:23]=[CH:22][C:21]([CH2:24][CH2:25][CH2:26][C:27]([NH:29][CH3:30])=O)=[CH:20][CH:19]=3)[C:10]2=[S:31])=[CH:5][C:4]=1[C:32]([F:35])([F:34])[F:33])#[N:2].[N:36]1C=CC=CC=1.S(OS(C(F)(F)F)(=O)=O)(C(F)(F)F)(=O)=O.N. The catalyst is ClCCl. The product is [C:1]([C:3]1[CH:8]=[CH:7][C:6]([N:9]2[C:16](=[O:17])[C:12]3([CH2:15][CH2:14][CH2:13]3)[N:11]([C:18]3[CH:23]=[CH:22][C:21]([CH2:24][CH2:25][CH2:26][C:27](=[NH:36])[NH:29][CH3:30])=[CH:20][CH:19]=3)[C:10]2=[S:31])=[CH:5][C:4]=1[C:32]([F:34])([F:35])[F:33])#[N:2]. The yield is 0.720.